This data is from CYP3A4 inhibition data for predicting drug metabolism from PubChem BioAssay. The task is: Regression/Classification. Given a drug SMILES string, predict its absorption, distribution, metabolism, or excretion properties. Task type varies by dataset: regression for continuous measurements (e.g., permeability, clearance, half-life) or binary classification for categorical outcomes (e.g., BBB penetration, CYP inhibition). Dataset: cyp3a4_veith. (1) The molecule is O=C(NN=C1c2ccccc2-c2ccccc21)c1ccccn1. The result is 1 (inhibitor). (2) The result is 1 (inhibitor). The drug is CCOC(=O)c1c(C)[nH]c(C)c1C(=O)COC(=O)c1ccc(S(=O)(=O)N(CC)CC)cc1.